Dataset: Forward reaction prediction with 1.9M reactions from USPTO patents (1976-2016). Task: Predict the product of the given reaction. (1) Given the reactants [NH:1]1[C:9]2[C:4](=[C:5]([CH:10]=[CH:11][C:12]([O:14]C)=[O:13])[CH:6]=[CH:7][CH:8]=2)[CH:3]=[CH:2]1.[Li+].[OH-], predict the reaction product. The product is: [NH:1]1[C:9]2[C:4](=[C:5]([CH:10]=[CH:11][C:12]([OH:14])=[O:13])[CH:6]=[CH:7][CH:8]=2)[CH:3]=[CH:2]1. (2) Given the reactants N[C:2]1[CH:3]=[C:4]([CH:7]=C[C:9]=1[N:10]1[C:14]2=[N:15][CH:16]=[CH:17][C:18]([Cl:19])=[C:13]2[C:12]([CH:20]([CH3:22])[CH3:21])=[N:11]1)[C:5]#[N:6].IC.[H-].[Na+].C(OCC)(=O)C.[CH3:33][N:34]([CH:36]=O)[CH3:35], predict the reaction product. The product is: [CH3:33][N:34]([CH3:35])[C:36]1[CH:7]=[C:4]([CH:3]=[CH:2][C:9]=1[N:10]1[C:14]2=[N:15][CH:16]=[CH:17][C:18]([Cl:19])=[C:13]2[C:12]([CH:20]([CH3:22])[CH3:21])=[N:11]1)[C:5]#[N:6]. (3) Given the reactants [NH2:1][C@@H:2]([CH3:21])[C:3]([NH:5][CH:6]1[CH:12]=[C:11]([C:13]2[CH:18]=[CH:17][CH:16]=[CH:15][CH:14]=2)[CH:10]=[CH:9][N:8]([CH3:19])[C:7]1=[O:20])=[O:4].[OH:22][C@@H:23]([CH:27]([CH3:29])[CH3:28])[C:24](O)=[O:25].O.OC1C2N=NNC=2C=CC=1.C(N(C(C)C)CC)(C)C.Cl.CN(C)CCCN=C=NCC, predict the reaction product. The product is: [OH:22][C@@H:23]([CH:27]([CH3:29])[CH3:28])[C:24]([NH:1][C@H:2]([C:3](=[O:4])[NH:5][C@H:6]1[CH:12]=[C:11]([C:13]2[CH:18]=[CH:17][CH:16]=[CH:15][CH:14]=2)[CH:10]=[CH:9][N:8]([CH3:19])[C:7]1=[O:20])[CH3:21])=[O:25]. (4) The product is: [CH3:13][S:14]([N:17]1[CH2:22][CH2:21][N:20]([C:2]([Cl:1])=[O:4])[CH2:19][CH2:18]1)(=[O:16])=[O:15]. Given the reactants [Cl:1][C:2](Cl)([O:4]C(=O)OC(Cl)(Cl)Cl)Cl.[CH3:13][S:14]([N:17]1[CH2:22][CH2:21][NH:20][CH2:19][CH2:18]1)(=[O:16])=[O:15].N1C=CC=CC=1, predict the reaction product.